This data is from Full USPTO retrosynthesis dataset with 1.9M reactions from patents (1976-2016). The task is: Predict the reactants needed to synthesize the given product. (1) Given the product [Cl:1][C:2]1[CH:7]=[CH:6][C:5](/[CH:8]=[CH:9]/[C:10]([N:29]2[CH2:28][CH2:27][CH:26]([N:23]3[N:22]=[C:21]([CH3:20])[CH:25]=[N:24]3)[CH2:31][CH2:30]2)=[O:12])=[C:4]([CH2:13][N:14]2[N:18]=[N:17][C:16]([CH3:19])=[N:15]2)[CH:3]=1, predict the reactants needed to synthesize it. The reactants are: [Cl:1][C:2]1[CH:7]=[CH:6][C:5](/[CH:8]=[CH:9]/[C:10]([OH:12])=O)=[C:4]([CH2:13][N:14]2[N:18]=[N:17][C:16]([CH3:19])=[N:15]2)[CH:3]=1.[CH3:20][C:21]1[CH:25]=[N:24][N:23]([CH:26]2[CH2:31][CH2:30][NH:29][CH2:28][CH2:27]2)[N:22]=1.CCN(C(C)C)C(C)C.C(P1(=O)OP(CCC)(=O)OP(CCC)(=O)O1)CC. (2) Given the product [C:7]([C:2]1[N:23]=[CH:24][C:5]([C@@H:8]([NH:10][C:11]([C@H:13]2[CH2:15][C@@H:14]2[C:16]2[CH:17]=[CH:18][CH:19]=[CH:20][CH:21]=2)=[O:12])[CH3:9])=[CH:4][CH:3]=1)#[N:6], predict the reactants needed to synthesize it. The reactants are: C[C:2]1[CH:3]=[CH:4][C:5]([C@@H:8]([NH:10][C:11]([C@H:13]2[CH2:15][C@@H:14]2[C:16]2[CH:21]=[CH:20][CH:19]=[CH:18][CH:17]=2)=[O:12])[CH3:9])=[N:6][CH:7]=1.Cl.[NH2:23][C@H:24](C1C=CC(C#N)=NC=1)C. (3) Given the product [Br:1][C:2]1[C:3]([C:15](=[O:17])[NH2:16])=[N:4][N:5]([CH2:7][C:8]([OH:10])=[O:9])[CH:6]=1, predict the reactants needed to synthesize it. The reactants are: [Br:1][C:2]1[C:3]([C:15](=[O:17])[NH2:16])=[N:4][N:5]([CH2:7][C:8]([O:10]C(C)(C)C)=[O:9])[CH:6]=1.C(O)(C(F)(F)F)=O. (4) The reactants are: Br[C:2]1[CH:3]=[C:4]([CH:30]=[C:31]([CH2:33][O:34][CH3:35])[CH:32]=1)[O:5][CH2:6][CH2:7][CH2:8][CH2:9][CH2:10][CH2:11][C:12]1[C:13]([CH2:25][CH2:26][C:27]([OH:29])=[O:28])=[C:14]([CH:22]=[CH:23][CH:24]=1)[O:15][CH2:16][CH2:17][CH2:18][C:19]([OH:21])=[O:20].[F:36][C:37]1[CH:38]=[C:39](B(O)O)[CH:40]=[CH:41][C:42]=1[F:43].C(=O)([O-])[O-].[Cs+].[Cs+]. Given the product [C:27]([CH2:26][CH2:25][C:13]1[C:12]([CH2:11][CH2:10][CH2:9][CH2:8][CH2:7][CH2:6][O:5][C:4]2[CH:3]=[C:2]([C:40]3[CH:39]=[CH:38][C:37]([F:36])=[C:42]([F:43])[CH:41]=3)[CH:32]=[C:31]([CH2:33][O:34][CH3:35])[CH:30]=2)=[CH:24][CH:23]=[CH:22][C:14]=1[O:15][CH2:16][CH2:17][CH2:18][C:19]([OH:21])=[O:20])([OH:29])=[O:28], predict the reactants needed to synthesize it. (5) Given the product [CH2:12]([S:19][CH2:20][CH2:21][CH2:22][CH2:23][C:24]([C:10]1[O:11][C:7]([C:2]2[CH:3]=[CH:4][CH:5]=[CH:6][N:1]=2)=[CH:8][N:9]=1)=[O:25])[C:13]1[CH:18]=[CH:17][CH:16]=[CH:15][CH:14]=1, predict the reactants needed to synthesize it. The reactants are: [N:1]1[CH:6]=[CH:5][CH:4]=[CH:3][C:2]=1[C:7]1[O:11][CH:10]=[N:9][CH:8]=1.[CH2:12]([S:19][CH2:20][CH2:21][CH2:22][CH2:23][C:24](O)=[O:25])[C:13]1[CH:18]=[CH:17][CH:16]=[CH:15][CH:14]=1.